Dataset: Full USPTO retrosynthesis dataset with 1.9M reactions from patents (1976-2016). Task: Predict the reactants needed to synthesize the given product. (1) Given the product [CH3:11][C:10]1[C:9]([C:12](=[O:31])[C:13](=[O:30])[N:14]2[CH2:15][CH2:16][N:17]([C:20]3[CH:25]=[CH:24][CH:23]=[C:22]([C:26]([F:28])([F:29])[F:27])[CH:21]=3)[CH2:18][CH2:19]2)=[C:8]([CH3:32])[NH:7][C:6]=1[C:4]([OH:5])=[O:3], predict the reactants needed to synthesize it. The reactants are: C([O:3][C:4]([C:6]1[NH:7][C:8]([CH3:32])=[C:9]([C:12](=[O:31])[C:13](=[O:30])[N:14]2[CH2:19][CH2:18][N:17]([C:20]3[CH:25]=[CH:24][CH:23]=[C:22]([C:26]([F:29])([F:28])[F:27])[CH:21]=3)[CH2:16][CH2:15]2)[C:10]=1[CH3:11])=[O:5])C.O. (2) Given the product [CH2:13]([O:12][C:9]1[CH:10]=[CH:11][C:2]([NH:1][CH:21]2[CH2:26][CH2:25][N:24]([C:27]([O:29][C:30]([CH3:33])([CH3:32])[CH3:31])=[O:28])[CH2:23][CH2:22]2)=[C:3]([C:4]([O:6][CH3:7])=[O:5])[CH:8]=1)[C:14]1[CH:19]=[CH:18][CH:17]=[CH:16][CH:15]=1, predict the reactants needed to synthesize it. The reactants are: [NH2:1][C:2]1[CH:11]=[CH:10][C:9]([O:12][CH2:13][C:14]2[CH:19]=[CH:18][CH:17]=[CH:16][CH:15]=2)=[CH:8][C:3]=1[C:4]([O:6][CH3:7])=[O:5].O=[C:21]1[CH2:26][CH2:25][N:24]([C:27]([O:29][C:30]([CH3:33])([CH3:32])[CH3:31])=[O:28])[CH2:23][CH2:22]1.[BH-](OC(C)=O)(OC(C)=O)OC(C)=O.[Na+]. (3) Given the product [O:19]1[CH:20]=[CH:21][N:22]=[C:18]1[C:15]1[CH:16]=[CH:17][C:12]([N:8]2[CH2:9][CH2:10][CH2:11][CH:6]([NH:23][C@@H:24]3[CH2:29][CH2:28][CH2:27][CH2:26][C@H:25]3[NH:30][C:31](=[O:37])[O:32][C:33]([CH3:35])([CH3:34])[CH3:36])[CH2:7]2)=[CH:13][CH:14]=1.[O:19]1[CH:20]=[CH:21][N:22]=[C:18]1[C:15]1[CH:14]=[CH:13][C:12]([N:8]2[CH2:9][CH2:10][CH2:11][CH:6]2[CH2:7][NH:23][C@@H:24]2[CH2:29][CH2:28][CH2:27][CH2:26][C@H:25]2[NH:30][C:31](=[O:37])[O:32][C:33]([CH3:35])([CH3:34])[CH3:36])=[CH:17][CH:16]=1, predict the reactants needed to synthesize it. The reactants are: CS(O[CH:6]1[CH2:11][CH2:10][CH2:9][N:8]([C:12]2[CH:17]=[CH:16][C:15]([C:18]3[O:19][CH:20]=[CH:21][N:22]=3)=[CH:14][CH:13]=2)[CH2:7]1)(=O)=O.[NH2:23][C@@H:24]1[CH2:29][CH2:28][CH2:27][CH2:26][C@H:25]1[NH:30][C:31](=[O:37])[O:32][C:33]([CH3:36])([CH3:35])[CH3:34]. (4) Given the product [CH3:1][CH:2]1[C:7](=[O:8])[CH2:6][CH2:5][N:4]([C:16]([O:18][C:19]([CH3:22])([CH3:21])[CH3:20])=[O:17])[CH2:3]1, predict the reactants needed to synthesize it. The reactants are: [CH3:1][CH:2]1[C:7](=[O:8])[CH2:6][CH2:5][NH:4][CH2:3]1.C(N(CC)CC)C.[C:16](O[C:16]([O:18][C:19]([CH3:22])([CH3:21])[CH3:20])=[O:17])([O:18][C:19]([CH3:22])([CH3:21])[CH3:20])=[O:17].CN(C1C=CC=CN=1)C. (5) Given the product [CH:12]1([C@H:18]([NH:26][C:27]([C:29]2[CH:34]=[C:33]([Cl:35])[C:32]([Cl:36])=[CH:31][C:30]=2[NH:37][C:38]([NH:40][C:41]2[C:42]([Cl:48])=[CH:43][CH:44]=[CH:45][C:46]=2[Cl:47])=[O:39])=[O:28])[C:19]([O:21][CH3:22])=[O:20])[CH2:17][CH2:16][CH2:15][CH2:14][CH2:13]1, predict the reactants needed to synthesize it. The reactants are: ClC1C=CC=C(Cl)C=1N=C=O.[CH:12]1([C@H:18]([NH:26][C:27]([C:29]2[CH:34]=[C:33]([Cl:35])[C:32]([Cl:36])=[CH:31][C:30]=2[NH:37][C:38]([NH:40][C:41]2[C:46]([Cl:47])=[CH:45][CH:44]=[CH:43][C:42]=2[Cl:48])=[O:39])=[O:28])[C:19]([O:21][C:22](C)(C)C)=[O:20])[CH2:17][CH2:16][CH2:15][CH2:14][CH2:13]1.CCCCCC.C(OCC)(=O)C.